Dataset: Full USPTO retrosynthesis dataset with 1.9M reactions from patents (1976-2016). Task: Predict the reactants needed to synthesize the given product. Given the product [Br:1][C:2]1[C:3]([CH3:28])=[CH:4][C:5]2[N:6]([CH:8]=[C:9]([C:11]3[CH:12]=[CH:13][C:14]([O:17][CH2:18][CH2:19][OH:20])=[CH:15][CH:16]=3)[N:10]=2)[CH:7]=1, predict the reactants needed to synthesize it. The reactants are: [Br:1][C:2]1[C:3]([CH3:28])=[CH:4][C:5]2[N:6]([CH:8]=[C:9]([C:11]3[CH:16]=[CH:15][C:14]([O:17][CH2:18][CH2:19][O:20][Si](C(C)(C)C)(C)C)=[CH:13][CH:12]=3)[N:10]=2)[CH:7]=1.[F-].C([N+](CCCC)(CCCC)CCCC)CCC.[Cl-].[NH4+].